This data is from Catalyst prediction with 721,799 reactions and 888 catalyst types from USPTO. The task is: Predict which catalyst facilitates the given reaction. (1) Reactant: [Cl:1][CH2:2][CH2:3][C:4](Cl)=[O:5].[CH:7]1[C:12]([OH:13])=[CH:11][CH:10]=[C:9]([CH3:14])[CH:8]=1.N1C=CC=CC=1. Product: [Cl:1][CH2:2][CH2:3][C:4]([O:13][C:12]1[CH:11]=[CH:10][C:9]([CH3:14])=[CH:8][CH:7]=1)=[O:5]. The catalyst class is: 2. (2) Reactant: [CH3:1][O:2][C:3](=[O:19])[CH:4]=[CH:5][C:6]1[CH:11]=[CH:10][CH:9]=[C:8]([CH2:12][NH:13][S:14]([CH2:17]Br)(=[O:16])=[O:15])[CH:7]=1.[N-:20]=[N+:21]=[N-:22].[Na+]. Product: [CH3:1][O:2][C:3](=[O:19])[CH:4]=[CH:5][C:6]1[CH:11]=[CH:10][CH:9]=[C:8]([CH2:12][NH:13][S:14]([CH2:17][N:20]=[N+:21]=[N-:22])(=[O:16])=[O:15])[CH:7]=1. The catalyst class is: 39. (3) Reactant: C(OC([N:11]1[CH2:16][CH:15]([O:17][CH2:18][C:19]2[CH:20]=[CH:21][C:22]3[O:27][CH2:26][CH2:25][N:24]([CH2:28][CH2:29][CH2:30][O:31][CH3:32])[C:23]=3[CH:33]=2)[CH:14]([C:34]2[CH:39]=[CH:38][C:37]([CH:40](OC(=O)COC)[CH:41]([CH3:43])[CH3:42])=[CH:36][CH:35]=2)[CH:13]([OH:50])[CH2:12]1)=O)C1C=CC=CC=1.C(CN)O. Product: [CH2:40]([C:37]1[CH:38]=[CH:39][C:34]([CH:14]2[CH:15]([O:17][CH2:18][C:19]3[CH:20]=[CH:21][C:22]4[O:27][CH2:26][CH2:25][N:24]([CH2:28][CH2:29][CH2:30][O:31][CH3:32])[C:23]=4[CH:33]=3)[CH2:16][NH:11][CH2:12][CH:13]2[OH:50])=[CH:35][CH:36]=1)[CH:41]([CH3:42])[CH3:43]. The catalyst class is: 29. (4) Reactant: Br[C:2]1[C:10]2[N:9]=[CH:8][N:7]([CH2:11][CH:12]3[CH2:27][CH2:26][CH2:25][C:14]4([O:18][C:17](=[O:19])[N:16]([CH2:20][C:21]([CH3:24])([CH3:23])[CH3:22])[CH2:15]4)[CH2:13]3)[C:6]=2[CH:5]=[C:4]([C:28]#[N:29])[CH:3]=1.[CH3:30][Zn]C.C(O)(C(F)(F)F)=O. Product: [CH3:30][C:2]1[C:10]2[N:9]=[CH:8][N:7]([CH2:11][CH:12]3[CH2:27][CH2:26][CH2:25][C:14]4([O:18][C:17](=[O:19])[N:16]([CH2:20][C:21]([CH3:23])([CH3:22])[CH3:24])[CH2:15]4)[CH2:13]3)[C:6]=2[CH:5]=[C:4]([C:28]#[N:29])[CH:3]=1. The catalyst class is: 176. (5) Reactant: [C:1]([O:4][C@H:5]1[CH2:10][CH2:9][C@@H:8]([C:11]2[N:15]3[CH:16]=[CH:17][N:18]=[C:19]([CH3:20])[C:14]3=[CH:13][N:12]=2)[CH2:7][CH2:6]1)(=[O:3])[CH3:2].[Br:21]N1C(=O)CCC1=O.O. Product: [C:1]([O:4][C@H:5]1[CH2:10][CH2:9][C@@H:8]([C:11]2[N:15]3[CH:16]=[CH:17][N:18]=[C:19]([CH3:20])[C:14]3=[C:13]([Br:21])[N:12]=2)[CH2:7][CH2:6]1)(=[O:3])[CH3:2]. The catalyst class is: 9. (6) Reactant: [Cl:1][C:2]1[CH:24]=[CH:23][C:5]([CH2:6][NH:7][C:8]([C:10]2[CH:19]=[CH:18][C:13]([C:14]([O:16]C)=O)=[C:12]([N:20]=[C:21]=[S:22])[CH:11]=2)=[O:9])=[CH:4][CH:3]=1.[NH2:25][C:26]1[N:31]=[C:30]([C:32]([O:34]C)=[O:33])[CH:29]=[CH:28][CH:27]=1.[OH-].[Na+]. Product: [Cl:1][C:2]1[CH:3]=[CH:4][C:5]([CH2:6][NH:7][C:8]([C:10]2[CH:11]=[C:12]3[C:13]([C:14](=[O:16])[N:25]([C:26]4[N:31]=[C:30]([C:32]([OH:34])=[O:33])[CH:29]=[CH:28][CH:27]=4)[C:21](=[S:22])[NH:20]3)=[CH:18][CH:19]=2)=[O:9])=[CH:23][CH:24]=1. The catalyst class is: 623. (7) The catalyst class is: 60. Reactant: Br[C:2]1[CH:3]=[C:4]([CH:25]=[CH:26][N:27]=1)[C:5]([NH:7][C:8]1[S:9][C:10]2[C:16]([N:17]([CH2:19][CH2:20][O:21][CH3:22])[CH3:18])=[CH:15][CH:14]=[C:13]([O:23][CH3:24])[C:11]=2[N:12]=1)=[O:6].[NH:28]1[CH2:33][CH2:32][O:31][CH2:30][CH2:29]1.C(=O)([O-])[O-].[Cs+].[Cs+]. Product: [CH3:24][O:23][C:13]1[C:11]2[N:12]=[C:8]([NH:7][C:5](=[O:6])[C:4]3[CH:25]=[CH:26][N:27]=[C:2]([N:28]4[CH2:33][CH2:32][O:31][CH2:30][CH2:29]4)[CH:3]=3)[S:9][C:10]=2[C:16]([N:17]([CH2:19][CH2:20][O:21][CH3:22])[CH3:18])=[CH:15][CH:14]=1.